From a dataset of Catalyst prediction with 721,799 reactions and 888 catalyst types from USPTO. Predict which catalyst facilitates the given reaction. Reactant: [CH2:1]([N:8]([CH2:22][C:23]1[CH:28]=[CH:27][CH:26]=[CH:25][CH:24]=1)[C@H:9]1[C@H:13](O)[CH2:12][N:11]([C:15]([O:17][C:18]([CH3:21])([CH3:20])[CH3:19])=[O:16])[CH2:10]1)[C:2]1[CH:7]=[CH:6][CH:5]=[CH:4][CH:3]=1.C(N(S(F)(F)[F:35])CC)C. Product: [CH2:1]([N:8]([CH2:22][C:23]1[CH:28]=[CH:27][CH:26]=[CH:25][CH:24]=1)[C@H:9]1[C@H:13]([F:35])[CH2:12][N:11]([C:15]([O:17][C:18]([CH3:21])([CH3:20])[CH3:19])=[O:16])[CH2:10]1)[C:2]1[CH:7]=[CH:6][CH:5]=[CH:4][CH:3]=1. The catalyst class is: 4.